Dataset: Forward reaction prediction with 1.9M reactions from USPTO patents (1976-2016). Task: Predict the product of the given reaction. (1) Given the reactants [C:1]([O:5][C:6]([NH:8][CH2:9][C:10]1([C:13](O)=[O:14])[CH2:12][CH2:11]1)=[O:7])([CH3:4])([CH3:3])[CH3:2].O1CCCC1.B.[NH4+].[Cl-], predict the reaction product. The product is: [C:1]([O:5][C:6](=[O:7])[NH:8][CH2:9][C:10]1([CH2:13][OH:14])[CH2:11][CH2:12]1)([CH3:4])([CH3:2])[CH3:3]. (2) Given the reactants [C:1]([C:4]1[S:5][CH:6]=[CH:7][C:8]=1[CH2:9][N:10]1[C:16]2[CH:17]=[CH:18][CH:19]=[CH:20][C:15]=2[C:14]([CH:21]([CH3:23])[CH3:22])=[N:13][CH:12]([NH:24]C(OC(C)(C)C)=O)[C:11]1=[O:32])(=[O:3])[CH3:2].Cl, predict the reaction product. The product is: [C:1]([C:4]1[S:5][CH:6]=[CH:7][C:8]=1[CH2:9][N:10]1[C:16]2[CH:17]=[CH:18][CH:19]=[CH:20][C:15]=2[C:14]([CH:21]([CH3:22])[CH3:23])=[N:13][CH:12]([NH2:24])[C:11]1=[O:32])(=[O:3])[CH3:2]. (3) Given the reactants Br[C:2]1[C:3]([O:15][C:16]2[C:21]([F:22])=[CH:20][CH:19]=[CH:18][C:17]=2[F:23])=[CH:4][C:5]([NH:8][C:9]2[S:10][CH:11]=[C:12]([CH3:14])[N:13]=2)=[N:6][CH:7]=1.C1(P(C2C=CC=CC=2)C2C3OC4C(=CC=CC=4P(C4C=CC=CC=4)C4C=CC=CC=4)C(C)(C)C=3C=CC=2)C=CC=CC=1.[CH3:66][O:67][C:68](=[O:72])[CH2:69][CH2:70][SH:71].C(N(C(C)C)C(C)C)C, predict the reaction product. The product is: [F:23][C:17]1[CH:18]=[CH:19][CH:20]=[C:21]([F:22])[C:16]=1[O:15][C:3]1[CH:4]=[C:5]([NH:8][C:9]2[S:10][CH:11]=[C:12]([CH3:14])[N:13]=2)[N:6]=[CH:7][C:2]=1[S:71][CH2:70][CH2:69][C:68]([O:67][CH3:66])=[O:72].